From a dataset of CYP2D6 inhibition data for predicting drug metabolism from PubChem BioAssay. Regression/Classification. Given a drug SMILES string, predict its absorption, distribution, metabolism, or excretion properties. Task type varies by dataset: regression for continuous measurements (e.g., permeability, clearance, half-life) or binary classification for categorical outcomes (e.g., BBB penetration, CYP inhibition). Dataset: cyp2d6_veith. (1) The compound is N=C(C[C@@H](O)COc1ccccc1-c1ccccc1)N1CCCCC1. The result is 1 (inhibitor). (2) The molecule is Cn1c(=O)cc(OCCCC(=O)N2CCN(c3ccccc3)CC2)c2ccccc21. The result is 0 (non-inhibitor). (3) The compound is COCC(=O)N1CCC2(CCN(Cc3nccs3)CC2)CC1. The result is 0 (non-inhibitor). (4) The molecule is COc1ccc(/C(C)=N/NC(=O)c2ccc(N(C)C)cc2)cc1. The result is 0 (non-inhibitor).